Dataset: Reaction yield outcomes from USPTO patents with 853,638 reactions. Task: Predict the reaction yield, written as a fraction of the theoretical maximum amount of product (1.0 means a 100% yield; for example, 0.34 means a 34% yield). (1) The reactants are [CH2:1]([N:4]([CH3:20])[C:5]([C:7]1[C:8]([I:19])=[C:9]([C:13]([I:18])=[C:14]([NH2:17])[C:15]=1[I:16])[C:10]([Cl:12])=[O:11])=[O:6])[CH:2]=[CH2:3].[C:21]([O:24][CH2:25][C:26](Cl)=[O:27])(=[O:23])[CH3:22]. The catalyst is CC(N(C)C)=O. The product is [CH2:1]([N:4]([CH3:20])[C:5]([C:7]1[C:15]([I:16])=[C:14]([NH:17][C:26]([CH2:25][O:24][C:21](=[O:23])[CH3:22])=[O:27])[C:13]([I:18])=[C:9]([C:10]([Cl:12])=[O:11])[C:8]=1[I:19])=[O:6])[CH:2]=[CH2:3]. The yield is 0.910. (2) The reactants are [CH2:1]([O:3][C:4]([C:10]1[CH:42]=[CH:41][C:13]([CH2:14][N:15]([C:30]2[N:31]=[CH:32][C:33]3[C:38]([C:39]=2[CH3:40])=[CH:37][CH:36]=[CH:35][CH:34]=3)[S:16]([C:19]2[CH:29]=[CH:28][C:22]([C:23]([O:25]CC)=[O:24])=[CH:21][CH:20]=2)(=[O:18])=[O:17])=[CH:12][CH:11]=1)([CH3:9])[C:5]([F:8])([F:7])[F:6])[CH3:2].[OH-].[Na+].Cl. The catalyst is C(O)C.O1CCCC1. The yield is 0.850. The product is [CH2:1]([O:3][C:4]([C:10]1[CH:11]=[CH:12][C:13]([CH2:14][N:15]([C:30]2[N:31]=[CH:32][C:33]3[C:38]([C:39]=2[CH3:40])=[CH:37][CH:36]=[CH:35][CH:34]=3)[S:16]([C:19]2[CH:29]=[CH:28][C:22]([C:23]([OH:25])=[O:24])=[CH:21][CH:20]=2)(=[O:17])=[O:18])=[CH:41][CH:42]=1)([CH3:9])[C:5]([F:6])([F:7])[F:8])[CH3:2]. (3) The reactants are [F:1][CH:2]([F:6])[C:3](O)=[O:4].CN(C(ON1N=NC2C=CC=CC1=2)=[N+](C)C)C.F[P-](F)(F)(F)(F)F.CCN(C(C)C)C(C)C.[O:40]1[CH2:45][CH2:44][N:43]([C:46]2[N:51]=[C:50]([N:52]3[CH2:57][CH2:56][O:55][CH2:54][CH2:53]3)[N:49]=[C:48]([C:58]3[CH:64]=[CH:63][C:61]([NH2:62])=[CH:60][CH:59]=3)[N:47]=2)[CH2:42][CH2:41]1. The catalyst is CN(C=O)C. The product is [N:43]1([C:46]2[N:51]=[C:50]([N:52]3[CH2:57][CH2:56][O:55][CH2:54][CH2:53]3)[N:49]=[C:48]([C:58]3[CH:64]=[CH:63][C:61]([NH:62][C:3](=[O:4])[CH:2]([F:6])[F:1])=[CH:60][CH:59]=3)[N:47]=2)[CH2:42][CH2:41][O:40][CH2:45][CH2:44]1. The yield is 0.460.